Dataset: Forward reaction prediction with 1.9M reactions from USPTO patents (1976-2016). Task: Predict the product of the given reaction. Given the reactants [NH2:1][CH2:2][CH2:3][CH2:4][OH:5].C(N(CC)CC)C.[N+:13]([C:16]1[CH:23]=[CH:22][CH:21]=[CH:20][C:17]=1[CH2:18]Cl)([O-:15])=[O:14].O.Cl, predict the reaction product. The product is: [N+:13]([C:16]1[CH:23]=[CH:22][CH:21]=[CH:20][C:17]=1[CH2:18][NH:1][CH2:2][CH2:3][CH2:4][OH:5])([O-:15])=[O:14].